From a dataset of Full USPTO retrosynthesis dataset with 1.9M reactions from patents (1976-2016). Predict the reactants needed to synthesize the given product. (1) Given the product [CH2:1]=[CH2:2].[CH2:8]([OH:19])[CH2:9][CH2:10][CH2:11][CH2:12][CH2:13][CH2:14][CH2:15][CH2:16][CH:17]=[CH2:18], predict the reactants needed to synthesize it. The reactants are: [CH2:1]([Al](CC)CC)[CH3:2].[CH2:8]([OH:19])[CH2:9][CH2:10][CH2:11][CH2:12][CH2:13][CH2:14][CH2:15][CH2:16][CH:17]=[CH2:18]. (2) Given the product [C:48]1([C:51]2[CH:52]=[CH:53][CH:54]=[CH:55][CH:56]=2)[CH:47]=[CH:46][C:45]([CH2:44][C@@H:35]([NH:34][C:8]([C:5]2[S:4][C:3]([O:2][CH3:1])=[N:7][CH:6]=2)=[O:10])[CH2:36][C@@H:37]([CH3:43])[C:38]([O:40][CH2:41][CH3:42])=[O:39])=[CH:50][CH:49]=1, predict the reactants needed to synthesize it. The reactants are: [CH3:1][O:2][C:3]1[S:4][C:5]([C:8]([OH:10])=O)=[CH:6][N:7]=1.C1C=NC2N(O)N=NC=2C=1.CCN=C=NCCCN(C)C.Cl.Cl.[NH2:34][C@H:35]([CH2:44][C:45]1[CH:50]=[CH:49][C:48]([C:51]2[CH:56]=[CH:55][CH:54]=[CH:53][CH:52]=2)=[CH:47][CH:46]=1)[CH2:36][C@@H:37]([CH3:43])[C:38]([O:40][CH2:41][CH3:42])=[O:39].